Dataset: Full USPTO retrosynthesis dataset with 1.9M reactions from patents (1976-2016). Task: Predict the reactants needed to synthesize the given product. (1) Given the product [NH2:1][C:4]1[CH:5]=[C:6]([CH:21]=[CH:22][CH:23]=1)[O:7][CH2:8][CH2:9][O:10][CH2:11][CH2:12][NH:13][C:14](=[O:20])[O:15][C:16]([CH3:17])([CH3:18])[CH3:19], predict the reactants needed to synthesize it. The reactants are: [N+:1]([C:4]1[CH:5]=[C:6]([CH:21]=[CH:22][CH:23]=1)[O:7][CH2:8][CH2:9][O:10][CH2:11][CH2:12][NH:13][C:14](=[O:20])[O:15][C:16]([CH3:19])([CH3:18])[CH3:17])([O-])=O.[3H][3H].[H][H]. (2) The reactants are: [CH3:1][C:2]1[CH:3]=[C:4]([NH:9][C:10]2[C:15]([C:16]([NH2:18])=[O:17])=[C:14](S(C)=O)[N:13]=[C:12]([S:22][CH2:23][CH3:24])[N:11]=2)[CH:5]=[C:6]([CH3:8])[CH:7]=1.[OH-].[Na+].C1C[O:30][CH2:29]C1. Given the product [CH3:1][C:2]1[CH:3]=[C:4]([NH:9][C:10]2[N:11]=[C:12]([S:22][CH2:23][CH3:24])[NH:13][CH:14]([O:30][CH3:29])[C:15]=2[C:16]([NH2:18])=[O:17])[CH:5]=[C:6]([CH3:8])[CH:7]=1, predict the reactants needed to synthesize it. (3) Given the product [CH3:35][N:36]([CH2:37][C:38]1[N:39]=[C:40]([NH:43][C:4]([C:6]2[C:7]3[N:8]=[CH:9][CH:10]=[N:11][C:12]=3[C:13]([C:16]3[C:17]([F:27])=[C:18]([O:25][CH3:26])[CH:19]=[C:20]([O:23][CH3:24])[C:21]=3[F:22])=[CH:14][CH:15]=2)=[O:5])[NH:41][CH:42]=1)[CH3:46], predict the reactants needed to synthesize it. The reactants are: C(O[C:4]([C:6]1[C:7]2[N:8]=[CH:9][CH:10]=[N:11][C:12]=2[C:13]([C:16]2[C:21]([F:22])=[C:20]([O:23][CH3:24])[CH:19]=[C:18]([O:25][CH3:26])[C:17]=2[F:27])=[CH:14][CH:15]=1)=[O:5])C.CO.C1COCC1.[CH3:35][N:36]([CH3:46])[CH2:37][C:38]1[N:39]=[C:40]([N+:43]([O-])=O)[NH:41][CH:42]=1. (4) Given the product [NH2:1][C:2]1[NH:3][C:4](=[O:28])[C:5]2[N:6]=[CH:7][N:8]([CH2:11][O:12][C@@H:13]([CH2:14][OH:15])[CH2:19][O:20][CH2:21][C:22]3[CH:27]=[CH:26][CH:25]=[CH:24][CH:23]=3)[C:9]=2[N:10]=1, predict the reactants needed to synthesize it. The reactants are: [NH2:1][C:2]1[NH:3][C:4](=[O:28])[C:5]2[N:6]=[CH:7][N:8]([CH2:11][O:12][C@H:13]([CH2:19][O:20][CH2:21][C:22]3[CH:27]=[CH:26][CH:25]=[CH:24][CH:23]=3)[CH2:14][O:15]C(=O)C)[C:9]=2[N:10]=1.